This data is from Peptide-MHC class I binding affinity with 185,985 pairs from IEDB/IMGT. The task is: Regression. Given a peptide amino acid sequence and an MHC pseudo amino acid sequence, predict their binding affinity value. This is MHC class I binding data. (1) The peptide sequence is STIQNYLSI. The MHC is H-2-Db with pseudo-sequence H-2-Db. The binding affinity (normalized) is 0.951. (2) The peptide sequence is AKATGRYNL. The MHC is HLA-A24:03 with pseudo-sequence HLA-A24:03. The binding affinity (normalized) is 0.0847. (3) The peptide sequence is SYWVRANFK. The MHC is HLA-B27:03 with pseudo-sequence HLA-B27:03. The binding affinity (normalized) is 0.0847. (4) The peptide sequence is WYKMWRVSK. The MHC is HLA-A31:01 with pseudo-sequence HLA-A31:01. The binding affinity (normalized) is 0.423. (5) The peptide sequence is YEFLQPILL. The MHC is Mamu-A07 with pseudo-sequence Mamu-A07. The binding affinity (normalized) is 0.151.